Dataset: Reaction yield outcomes from USPTO patents with 853,638 reactions. Task: Predict the reaction yield, written as a fraction of the theoretical maximum amount of product (1.0 means a 100% yield; for example, 0.34 means a 34% yield). (1) The catalyst is CS(C)=O.O.[Cu]I. The yield is 0.640. The product is [O:8]=[C:9]1[CH:14]=[C:13]([O:15][CH:16]2[CH2:21][CH2:20][N:19]([C:22]([O:24][C:25]([CH3:28])([CH3:27])[CH3:26])=[O:23])[CH2:18][CH2:17]2)[CH:12]=[CH:11][N:10]1[C:2]1[CH:3]=[N:4][CH:5]=[CH:6][CH:7]=1. The reactants are I[C:2]1[CH:3]=[N:4][CH:5]=[CH:6][CH:7]=1.[O:8]=[C:9]1[CH:14]=[C:13]([O:15][CH:16]2[CH2:21][CH2:20][N:19]([C:22]([O:24][C:25]([CH3:28])([CH3:27])[CH3:26])=[O:23])[CH2:18][CH2:17]2)[CH:12]=[CH:11][NH:10]1.N1C2C(=CC=CC=2O)C=CC=1.C(=O)([O-])[O-].[Cs+].[Cs+]. (2) The reactants are F[C:2]1[CH:12]=[CH:11][C:5]([C:6]([O:8]CC)=[O:7])=[CH:4][C:3]=1[N+:13]([O-:15])=[O:14].[NH:16]1[CH2:20][CH2:19][CH2:18][CH2:17]1.[OH-].[Li+].O. The catalyst is CN(C=O)C.C1COCC1. The product is [N+:13]([C:3]1[CH:4]=[C:5]([CH:11]=[CH:12][C:2]=1[N:16]1[CH2:20][CH2:19][CH2:18][CH2:17]1)[C:6]([OH:8])=[O:7])([O-:15])=[O:14]. The yield is 0.900.